This data is from Full USPTO retrosynthesis dataset with 1.9M reactions from patents (1976-2016). The task is: Predict the reactants needed to synthesize the given product. (1) Given the product [CH3:1][O:2][C:3](=[O:30])[C:4]1[CH:9]=[CH:8][C:7]([NH2:10])=[CH:6][C:5]=1[NH:13][C:14](=[O:29])[C:15]1[CH:16]=[C:17]([C:25]([F:27])([F:28])[F:26])[CH:18]=[C:19]([C:21]([F:22])([F:23])[F:24])[CH:20]=1, predict the reactants needed to synthesize it. The reactants are: [CH3:1][O:2][C:3](=[O:30])[C:4]1[CH:9]=[CH:8][C:7]([N+:10]([O-])=O)=[CH:6][C:5]=1[NH:13][C:14](=[O:29])[C:15]1[CH:20]=[C:19]([C:21]([F:24])([F:23])[F:22])[CH:18]=[C:17]([C:25]([F:28])([F:27])[F:26])[CH:16]=1. (2) The reactants are: [NH2:1][C:2]1[CH:3]=[C:4]([OH:12])[C:5](=[CH:10][CH:11]=1)[C:6]([O:8][CH3:9])=[O:7].[C:13]1([CH3:23])[CH:18]=[CH:17][CH:16]=[C:15]([S:19](Cl)(=[O:21])=[O:20])[CH:14]=1. Given the product [OH:12][C:4]1[CH:3]=[C:2]([NH:1][S:19]([C:15]2[CH:16]=[CH:17][CH:18]=[C:13]([CH3:23])[CH:14]=2)(=[O:21])=[O:20])[CH:11]=[CH:10][C:5]=1[C:6]([O:8][CH3:9])=[O:7], predict the reactants needed to synthesize it. (3) Given the product [CH:14]1([NH:13][CH:9]2[CH:8]([CH3:17])[CH2:7][NH:6][CH2:11][CH:10]2[CH3:12])[CH2:16][CH2:15]1, predict the reactants needed to synthesize it. The reactants are: C([N:6]1[CH2:11][CH:10]([CH3:12])[CH:9]([NH:13][CH:14]2[CH2:16][CH2:15]2)[CH:8]([CH3:17])[CH2:7]1)(OCC)=O. (4) Given the product [CH2:43]([O:42][N:4]([C:5]1([CH2:37][CH2:38][CH:39]([CH3:41])[CH3:40])[C:14]2[C:9](=[CH:10][CH:11]=[CH:12][CH:13]=2)[C:8]([OH:15])=[C:7]([C:16]2[NH:21][C:20]3[CH:22]=[CH:23][C:24]([NH:26][S:30]([CH3:33])(=[O:32])=[O:31])=[CH:25][C:19]=3[S:18](=[O:34])(=[O:35])[N:17]=2)[C:6]1=[O:36])[C:1](=[O:3])[CH3:2])[C:44]1[CH:45]=[CH:46][CH:47]=[CH:48][CH:49]=1, predict the reactants needed to synthesize it. The reactants are: [C:1]([N:4]([O:42][CH2:43][C:44]1[CH:49]=[CH:48][CH:47]=[CH:46][CH:45]=1)[C:5]1([CH2:37][CH2:38][CH:39]([CH3:41])[CH3:40])[C:14]2[C:9](=[CH:10][CH:11]=[CH:12][CH:13]=2)[C:8]([OH:15])=[C:7]([C:16]2[NH:21][C:20]3[CH:22]=[CH:23][C:24]([N:26]([S:30]([CH3:33])(=[O:32])=[O:31])C(=O)C)=[CH:25][C:19]=3[S:18](=[O:35])(=[O:34])[N:17]=2)[C:6]1=[O:36])(=[O:3])[CH3:2]. (5) Given the product [NH2:8][C:9]1[N:17]=[CH:16][N:15]=[C:14]2[C:10]=1[N:11]=[CH:12][N:13]2[C@@H:18]1[O:19][C@H:20]([CH2:28][N:29]([CH2:47][C:48]([F:49])([F:50])[F:51])[CH2:30][CH2:31][CH2:32][NH:33][C:34]([NH:36][C:37]2[CH:42]=[CH:41][C:40]([C:43]([CH3:46])([CH3:45])[CH3:44])=[CH:39][CH:38]=2)=[O:35])[C@@H:21]([OH:25])[C@H:22]1[OH:23], predict the reactants needed to synthesize it. The reactants are: C(O)(C(F)(F)F)=O.[NH2:8][C:9]1[N:17]=[CH:16][N:15]=[C:14]2[C:10]=1[N:11]=[CH:12][N:13]2[C@H:18]1[C@@H:22]2[O:23]C(C)(C)[O:25][C@@H:21]2[C@@H:20]([CH2:28][N:29]([CH2:47][C:48]([F:51])([F:50])[F:49])[CH2:30][CH2:31][CH2:32][NH:33][C:34]([NH:36][C:37]2[CH:42]=[CH:41][C:40]([C:43]([CH3:46])([CH3:45])[CH3:44])=[CH:39][CH:38]=2)=[O:35])[O:19]1.C(C1C=CC(NC(NCCC=O)=O)=CC=1)(C)(C)C.C([O-])([O-])=O.[K+].[K+].